This data is from Ames mutagenicity test results for genotoxicity prediction. The task is: Regression/Classification. Given a drug SMILES string, predict its toxicity properties. Task type varies by dataset: regression for continuous values (e.g., LD50, hERG inhibition percentage) or binary classification for toxic/non-toxic outcomes (e.g., AMES mutagenicity, cardiotoxicity, hepatotoxicity). Dataset: ames. (1) The compound is CCC(C)C1NC(=O)C(C(C)=O)=C1O. The result is 0 (non-mutagenic). (2) The drug is CC(C)CC(C)O. The result is 0 (non-mutagenic). (3) The drug is CC(C)NCC(O)COc1cccc2c1OCC(O)C2. The result is 0 (non-mutagenic).